Dataset: Peptide-MHC class II binding affinity with 134,281 pairs from IEDB. Task: Regression. Given a peptide amino acid sequence and an MHC pseudo amino acid sequence, predict their binding affinity value. This is MHC class II binding data. (1) The peptide sequence is RQKIIYSGAVNLDDE. The MHC is DRB3_0101 with pseudo-sequence DRB3_0101. The binding affinity (normalized) is 0.127. (2) The peptide sequence is KWCFEGPEEHEILND. The MHC is HLA-DQA10501-DQB10402 with pseudo-sequence HLA-DQA10501-DQB10402. The binding affinity (normalized) is 0. (3) The peptide sequence is QPFLGLCAFLATRIFK. The MHC is DRB3_0301 with pseudo-sequence DRB3_0301. The binding affinity (normalized) is 0.686. (4) The peptide sequence is NFGKRELKCGDGIFI. The MHC is HLA-DQA10601-DQB10402 with pseudo-sequence HLA-DQA10601-DQB10402. The binding affinity (normalized) is 0. (5) The peptide sequence is WDDLRSLCLFSYHRLR. The MHC is DRB1_1602 with pseudo-sequence DRB1_1602. The binding affinity (normalized) is 0.228. (6) The peptide sequence is FFLEEVLDVCPLGLL. The MHC is DRB1_0101 with pseudo-sequence DRB1_0101. The binding affinity (normalized) is 0.552. (7) The peptide sequence is QITKIQNFRVYYRDSRDPIW. The MHC is DRB1_1302 with pseudo-sequence DRB1_1302. The binding affinity (normalized) is 0.301. (8) The peptide sequence is QYIKANSKFIGITE. The MHC is HLA-DQA10501-DQB10301 with pseudo-sequence HLA-DQA10501-DQB10301. The binding affinity (normalized) is 0.125. (9) The binding affinity (normalized) is 0.624. The MHC is H-2-IAd with pseudo-sequence H-2-IAd. The peptide sequence is KSKYKLATSVLAGLL. (10) The peptide sequence is KMIGGIGGFIKVRQYDQILI. The MHC is DRB1_0401 with pseudo-sequence DRB1_0401. The binding affinity (normalized) is 0.261.